Task: Predict the product of the given reaction.. Dataset: Forward reaction prediction with 1.9M reactions from USPTO patents (1976-2016) (1) Given the reactants Br[C:2]1[CH:3]=[N:4][C:5]2[C:10]([CH:11]=1)=[CH:9][C:8]([OH:12])=[CH:7][CH:6]=2.O.N.[ClH:15], predict the reaction product. The product is: [Cl:15][C:2]1[CH:3]=[N:4][C:5]2[C:10]([CH:11]=1)=[CH:9][C:8]([OH:12])=[CH:7][CH:6]=2. (2) The product is: [CH:17]12[CH2:23][CH:20]([CH2:21][CH2:22]1)[CH2:19][CH:18]2[CH2:24][C:25]([N:12]1[CH2:11][CH2:10][N:9]([C:4]2[C:3]([C:2]([F:1])([F:15])[F:16])=[CH:8][CH:7]=[CH:6][N:5]=2)[CH2:14][CH2:13]1)=[O:26]. Given the reactants [F:1][C:2]([F:16])([F:15])[C:3]1[C:4]([N:9]2[CH2:14][CH2:13][NH:12][CH2:11][CH2:10]2)=[N:5][CH:6]=[CH:7][CH:8]=1.[CH:17]12[CH2:23][CH:20]([CH2:21][CH2:22]1)[CH2:19][CH:18]2[CH2:24][C:25](O)=[O:26].F[P-](F)(F)(F)(F)F.N1(O[P+](N(C)C)(N(C)C)N(C)C)C2C=CC=CC=2N=N1, predict the reaction product. (3) Given the reactants Cl.[N+:2]([C:5]1[CH:10]=[CH:9][C:8]([CH2:11][CH2:12][NH2:13])=[CH:7][CH:6]=1)([O-:4])=[O:3].[N+:14]([C:17]1[CH:24]=[CH:23][C:20]([CH:21]=O)=[CH:19][CH:18]=1)([O-:16])=[O:15].C(N(CC)CC)C, predict the reaction product. The product is: [N+:2]([C:5]1[CH:6]=[CH:7][C:8]([CH2:11][CH2:12][N:13]=[CH:21][C:20]2[CH:23]=[CH:24][C:17]([N+:14]([O-:16])=[O:15])=[CH:18][CH:19]=2)=[CH:9][CH:10]=1)([O-:4])=[O:3].